From a dataset of Reaction yield outcomes from USPTO patents with 853,638 reactions. Predict the reaction yield, written as a fraction of the theoretical maximum amount of product (1.0 means a 100% yield; for example, 0.34 means a 34% yield). (1) The reactants are CN(C)[CH:3]=[O:4].P(Cl)(Cl)(Cl)=O.[CH2:11]([O:13][C:14]([N:16]1[CH:25]=[CH:24][C:23]2[C:18](=[CH:19][C:20]([O:30][CH3:31])=[C:21]([O:26][C:27](=[O:29])[CH3:28])[CH:22]=2)[CH:17]1[CH2:32][C:33]1[CH:38]=[CH:37][CH:36]=[C:35]([O:39][CH2:40][CH3:41])[CH:34]=1)=[O:15])[CH3:12].C([O-])(=O)C.[K+]. The catalyst is ClCCl.O.C(OCC)(=O)C.CCCCCC. The product is [CH2:11]([O:13][C:14]([N:16]1[CH:25]=[C:24]([CH:3]=[O:4])[C:23]2[C:18](=[CH:19][C:20]([O:30][CH3:31])=[C:21]([O:26][C:27](=[O:29])[CH3:28])[CH:22]=2)[CH:17]1[CH2:32][C:33]1[CH:38]=[CH:37][CH:36]=[C:35]([O:39][CH2:40][CH3:41])[CH:34]=1)=[O:15])[CH3:12]. The yield is 0.250. (2) The reactants are Cl[CH2:2][C:3]1[CH:13]=[CH:12][C:6]2[O:7][C:8]([F:11])([F:10])[O:9][C:5]=2[CH:4]=1.[C-:14]#[N:15].[Na+].O.CC(OC)(C)C. The catalyst is CS(C)=O. The product is [F:10][C:8]1([F:11])[O:7][C:6]2[CH:12]=[CH:13][C:3]([CH2:2][C:14]#[N:15])=[CH:4][C:5]=2[O:9]1. The yield is 0.950.